This data is from Forward reaction prediction with 1.9M reactions from USPTO patents (1976-2016). The task is: Predict the product of the given reaction. (1) The product is: [CH2:22]([O:21][C:19](=[O:20])[CH:18]([O:1][C:2]1[CH:10]=[CH:9][C:5]2[O:6][CH2:7][O:8][C:4]=2[CH:3]=1)[CH3:24])[CH3:23]. Given the reactants [OH:1][C:2]1[CH:10]=[CH:9][C:5]2[O:6][CH2:7][O:8][C:4]=2[CH:3]=1.C([O-])([O-])=O.[Cs+].[Cs+].Br[CH:18]([CH3:24])[C:19]([O:21][CH2:22][CH3:23])=[O:20], predict the reaction product. (2) Given the reactants [C:1]([C:3]1[CH:42]=[CH:41][C:6]2[N:7](COCC[Si](C)(C)C)[C:8]([C:10]([C:14]3[C:22]([O:23][CH3:24])=[CH:21][C:20]([CH3:25])=[C:19]4[C:15]=3[CH:16]=[CH:17][N:18]4C(OC(C)(C)C)=O)([O:12][CH3:13])[CH3:11])=[N:9][C:5]=2[CH:4]=1)#[N:2].C(C1C=CC2N=C(C(C3C(OC)=CC(C)=C4C=3C=CN4C(OC(C)(C)C)=O)(OC)C)N(COCC[Si](C)(C)C)C=2C=1)#N.CCCC[N+](CCCC)(CCCC)CCCC.[F-].C(N)CN.[Cl-].[NH4+].C(=O)([O-])[O-].[Cs+].[Cs+], predict the reaction product. The product is: [CH3:13][O:12][C:10]([C:8]1[NH:7][C:6]2[CH:41]=[CH:42][C:3]([C:1]#[N:2])=[CH:4][C:5]=2[N:9]=1)([C:14]1[C:22]([O:23][CH3:24])=[CH:21][C:20]([CH3:25])=[C:19]2[C:15]=1[CH:16]=[CH:17][NH:18]2)[CH3:11]. (3) Given the reactants [C:1]([C:4]1[C:22](=[O:23])[C@@:8]2([CH3:24])[C:9]3[C:15]([OH:16])=[CH:14][C:13]([O:17][CH3:18])=[C:12]([C:19]([NH2:21])=[O:20])[C:10]=3[O:11][C:7]2=[CH:6][C:5]=1[OH:25])(=[O:3])[CH3:2].[F:26][C:27]1[CH:48]=[CH:47][C:30]([CH2:31][O:32][C:33]2[C:42]3[C:37](=[CH:38][CH:39]=[CH:40][CH:41]=3)[C:36]([CH:43]=O)=[C:35]([CH3:45])[C:34]=2[CH3:46])=[CH:29][CH:28]=1.C([SiH](CC)CC)C.FC(F)(F)C(O)=O, predict the reaction product. The product is: [C:1]([C:4]1[C:22](=[O:23])[C@@:8]2([CH3:24])[C:9]3[C:15]([OH:16])=[CH:14][C:13]([O:17][CH3:18])=[C:12]([C:19]([NH:21][CH2:43][C:36]4[C:37]5[C:42](=[CH:41][CH:40]=[CH:39][CH:38]=5)[C:33]([O:32][CH2:31][C:30]5[CH:29]=[CH:28][C:27]([F:26])=[CH:48][CH:47]=5)=[C:34]([CH3:46])[C:35]=4[CH3:45])=[O:20])[C:10]=3[O:11][C:7]2=[CH:6][C:5]=1[OH:25])(=[O:3])[CH3:2].